This data is from Full USPTO retrosynthesis dataset with 1.9M reactions from patents (1976-2016). The task is: Predict the reactants needed to synthesize the given product. (1) The reactants are: [NH:1]1[CH:5]=[C:4]([C:6]2[C:7]([C:12]3[CH:17]=[CH:16][CH:15]=[CH:14][CH:13]=3)=[N:8][O:9][C:10]=2[CH3:11])[N:3]=[CH:2]1.[CH3:18][C:19]1[CH:24]=[CH:23][C:22](OB(C2C=CC=CC=2)O)=[CH:21][CH:20]=1. Given the product [CH3:11][C:10]1[O:9][N:8]=[C:7]([C:12]2[CH:13]=[CH:14][CH:15]=[CH:16][CH:17]=2)[C:6]=1[C:4]1[N:3]=[CH:2][N:1]([C:22]2[CH:23]=[CH:24][C:19]([CH3:18])=[CH:20][CH:21]=2)[CH:5]=1, predict the reactants needed to synthesize it. (2) The reactants are: C(OC(=O)[NH:7][CH2:8][CH2:9][N:10]1[C:18]2[C:13](=[CH:14][C:15]([F:23])=[C:16]([C:19]([F:22])([F:21])[F:20])[CH:17]=2)[CH:12]=[C:11]1[C:24](=O)[CH3:25])(C)(C)C.FC(F)(F)C(O)=O.[OH-].[Na+]. Given the product [F:23][C:15]1[C:16]([C:19]([F:22])([F:21])[F:20])=[CH:17][C:18]2[N:10]3[CH2:9][CH2:8][NH:7][CH:24]([CH3:25])[C:11]3=[CH:12][C:13]=2[CH:14]=1, predict the reactants needed to synthesize it. (3) Given the product [C:1]([O:4][C@@H:5]1[C@@H:10]([O:11][C:12](=[O:14])[CH3:13])[C@H:9]([C:15]2[CH:20]=[CH:19][C:18]([Cl:21])=[C:17]([CH2:22][C:23]3[CH:28]=[CH:27][C:26]([O:29][CH2:30][CH3:31])=[CH:25][CH:24]=3)[CH:16]=2)[O:8][C@H:7]([O:38][CH3:37])[C@H:6]1[O:33][C:34](=[O:36])[CH3:35])(=[O:3])[CH3:2], predict the reactants needed to synthesize it. The reactants are: [C:1]([O:4][C@@H:5]1[C@@H:10]([O:11][C:12](=[O:14])[CH3:13])[C@H:9]([C:15]2[CH:20]=[CH:19][C:18]([Cl:21])=[C:17]([CH2:22][C:23]3[CH:28]=[CH:27][C:26]([O:29][CH2:30][CH3:31])=[CH:25][CH:24]=3)[CH:16]=2)[O:8][C@@H:7](Br)[C@H:6]1[O:33][C:34](=[O:36])[CH3:35])(=[O:3])[CH3:2].[CH3:37][OH:38]. (4) Given the product [Cl:1][C:2]1[CH:7]=[CH:6][CH:5]=[CH:4][C:3]=1[C:8]1[N:9]([C:22]2[CH:23]=[CH:24][C:25]([Cl:28])=[CH:26][CH:27]=2)[CH:10]=[C:11]([C:13]([NH:15][CH:16]2[CH2:17][CH2:18][N:19]([C:30]3[CH:35]=[CH:34][CH:33]=[CH:32][N:31]=3)[CH2:20][CH2:21]2)=[O:14])[N:12]=1, predict the reactants needed to synthesize it. The reactants are: [Cl:1][C:2]1[CH:7]=[CH:6][CH:5]=[CH:4][C:3]=1[C:8]1[N:9]([C:22]2[CH:27]=[CH:26][C:25]([Cl:28])=[CH:24][CH:23]=2)[CH:10]=[C:11]([C:13]([NH:15][CH:16]2[CH2:21][CH2:20][NH:19][CH2:18][CH2:17]2)=[O:14])[N:12]=1.Br[C:30]1[CH:35]=[CH:34][CH:33]=[CH:32][N:31]=1.CC([O-])(C)C.[Na+].C1(C)C=CC=CC=1. (5) The reactants are: [C:1]1([S:7]([CH2:10][C:11]2[O:12][C:13]([CH3:16])=[N:14][N:15]=2)(=[O:9])=[O:8])[CH:6]=[CH:5][CH:4]=[CH:3][CH:2]=1.C[O-].[Na+].[C:20]1(=[O:25])[CH2:24][CH2:23][CH:22]=[CH:21]1. Given the product [C:1]1([S:7]([CH:10]([C:11]2[O:12][C:13]([CH3:16])=[N:14][N:15]=2)[CH:22]2[CH2:23][CH2:24][C:20](=[O:25])[CH2:21]2)(=[O:9])=[O:8])[CH:2]=[CH:3][CH:4]=[CH:5][CH:6]=1, predict the reactants needed to synthesize it. (6) Given the product [OH:20][C:19]1[C@H:21]2[C@H:26]([C@H:25]3[CH2:28][C@@H:22]2[CH2:23][CH2:24]3)[N:27]([CH2:34][C:31]2([C:30]([F:29])([F:46])[F:47])[CH2:32][CH2:33]2)[C:75](=[O:76])[C:74]=1[C:68]1[NH:67][C:66]2[S:65][CH:64]=[C:63]([CH2:62][NH:61][S:58]([CH3:57])(=[O:59])=[O:60])[C:71]=2[S:70](=[O:73])(=[O:72])[N:69]=1, predict the reactants needed to synthesize it. The reactants are: CC1(C)C2CCC1(CS(O)(=O)=O)C(=O)C2.C(O[C:19]([C@H:21]1[C@@H:26]([NH2:27])[C@@H:25]2[CH2:28][C@H:22]1[CH2:23][CH2:24]2)=[O:20])C.[F:29][C:30]([F:47])([F:46])[C:31]1([CH2:34]OS(C2C=CC(C)=CC=2)(=O)=O)[CH2:33][CH2:32]1.C(N(CC)CC)C.[I-].[K+].[CH3:57][S:58]([NH:61][CH2:62][C:63]1[C:71]2[S:70](=[O:73])(=[O:72])[N:69]=[C:68]([CH2:74][C:75](O)=[O:76])[NH:67][C:66]=2[S:65][CH:64]=1)(=[O:60])=[O:59].Cl.CN(C)CCCN=C=NCC.